Task: Predict which catalyst facilitates the given reaction.. Dataset: Catalyst prediction with 721,799 reactions and 888 catalyst types from USPTO (1) Reactant: CN(C)[CH:3]=[CH:4][C:5]([C:7]1[S:11][C:10]([N:12]=CN(C)C)=[N:9][C:8]=1[CH3:17])=O.[N+]([O-])(O)=O.[NH:23]([C:27]1[CH:32]=[CH:31][C:30]([S:33]([NH:36][CH2:37][CH2:38][O:39][CH3:40])(=[O:35])=[O:34])=[CH:29][CH:28]=1)[C:24]([NH2:26])=[NH:25]. Product: [NH2:12][C:10]1[S:11][C:7]([C:5]2[CH:4]=[CH:3][N:26]=[C:24]([NH:23][C:27]3[CH:28]=[CH:29][C:30]([S:33]([NH:36][CH2:37][CH2:38][O:39][CH3:40])(=[O:35])=[O:34])=[CH:31][CH:32]=3)[N:25]=2)=[C:8]([CH3:17])[N:9]=1. The catalyst class is: 23. (2) Reactant: [NH2:1][C:2]1[C:3]([OH:26])=[N:4][C:5]([C:8]2[N:9]=[C:10]([C:21]3([CH3:25])[CH2:24][O:23][CH2:22]3)[NH:11][C:12]=2[C:13]2[CH:18]=[CH:17][C:16]([F:19])=[CH:15][C:14]=2[F:20])=[CH:6][CH:7]=1.[N:27]([C@@H:30]([CH3:35])[CH2:31][CH2:32][O:33][CH3:34])=[C:28]=S.C(N=C=NC(C)C)(C)C. Product: [F:20][C:14]1[CH:15]=[C:16]([F:19])[CH:17]=[CH:18][C:13]=1[C:12]1[NH:11][C:10]([C:21]2([CH3:25])[CH2:22][O:23][CH2:24]2)=[N:9][C:8]=1[C:5]1[N:4]=[C:3]2[O:26][C:28]([NH:27][C@@H:30]([CH3:35])[CH2:31][CH2:32][O:33][CH3:34])=[N:1][C:2]2=[CH:7][CH:6]=1. The catalyst class is: 8. (3) Reactant: [O:1]=[S:2]1(=[O:23])[CH2:7][CH2:6][N:5]([CH2:8][CH2:9][NH:10][S:11]([C:14]2[CH:19]=[CH:18][CH:17]=[CH:16][C:15]=2[N+:20]([O-:22])=[O:21])(=[O:13])=[O:12])[CH2:4][CH2:3]1.C(=O)([O-])[O-].[Cs+].[Cs+].Br[CH2:31][CH2:32][O:33][Si:34]([C:37]([CH3:40])([CH3:39])[CH3:38])([CH3:36])[CH3:35].C(OCC)(=O)C. Product: [Si:34]([O:33][CH2:32][CH2:31][N:10]([CH2:9][CH2:8][N:5]1[CH2:6][CH2:7][S:2](=[O:1])(=[O:23])[CH2:3][CH2:4]1)[S:11]([C:14]1[CH:19]=[CH:18][CH:17]=[CH:16][C:15]=1[N+:20]([O-:22])=[O:21])(=[O:12])=[O:13])([C:37]([CH3:40])([CH3:39])[CH3:38])([CH3:36])[CH3:35]. The catalyst class is: 18. (4) Reactant: Br[C:2]1[CH:3]=[C:4]2[C:10]([C:11]3[CH:12]=[C:13]([CH:27]=[C:28]([O:30][CH:31]([CH3:33])[CH3:32])[CH:29]=3)[CH2:14][NH:15][C:16]3[N:26]=[CH:25][CH:24]=[CH:23][C:17]=3[C:18]([O:20][CH2:21][CH3:22])=[O:19])=[CH:9][N:8]([S:34]([C:37]3[CH:42]=[CH:41][CH:40]=[CH:39][CH:38]=3)(=[O:36])=[O:35])[C:5]2=[N:6][CH:7]=1.[NH:43]1[C:47](B(O)O)=[CH:46][CH:45]=[N:44]1.C([O-])([O-])=O.[Na+].[Na+].O. Product: [CH:31]([O:30][C:28]1[CH:27]=[C:13]([CH:12]=[C:11]([C:10]2[C:4]3[C:5](=[N:6][CH:7]=[C:2]([C:45]4[NH:44][N:43]=[CH:47][CH:46]=4)[CH:3]=3)[N:8]([S:34]([C:37]3[CH:38]=[CH:39][CH:40]=[CH:41][CH:42]=3)(=[O:35])=[O:36])[CH:9]=2)[CH:29]=1)[CH2:14][NH:15][C:16]1[N:26]=[CH:25][CH:24]=[CH:23][C:17]=1[C:18]([O:20][CH2:21][CH3:22])=[O:19])([CH3:33])[CH3:32]. The catalyst class is: 3. (5) Reactant: [ClH:1].[NH2:2][C:3]1[C:8]([CH2:9][Cl:10])=[CH:7][N:6]=[C:5]([CH2:11]C)[N:4]=1.[F:13][CH2:14][CH2:15][C:16]1[S:20][CH:19]=[N:18][C:17]=1[CH3:21].CS(C)=O. Product: [ClH:10].[Cl-:1].[NH2:2][C:3]1[C:8]([CH2:9][N:18]2[C:17]([CH3:21])=[C:16]([CH2:15][CH2:14][F:13])[S:20][CH2:19]2)=[CH:7][N:6]=[C:5]([CH3:11])[N:4]=1. The catalyst class is: 32. (6) Reactant: [CH2:1]([O:3][C:4]([C:6]1([NH:11][C:12]([CH:14]2[CH2:18][CH:17]([O:19][Si:20]([C:23]([CH3:26])([CH3:25])[CH3:24])([CH3:22])[CH3:21])[CH2:16][N:15]2[C:27](=[O:44])[CH:28]([NH:36][C:37]([O:39][C:40]([CH3:43])([CH3:42])[CH3:41])=[O:38])[CH2:29][CH2:30][CH2:31][CH2:32][CH2:33]C=C)=[O:13])[CH2:8][CH:7]1[CH:9]=[CH2:10])=[O:5])[CH3:2].C1(P(C2CCCCC2)C2CCCCC2)CCCCC1. Product: [CH2:1]([O:3][C:4]([C:6]12[CH2:8][CH:7]1[CH:9]=[CH:10][CH2:33][CH2:32][CH2:31][CH2:30][CH2:29][CH:28]([NH:36][C:37]([O:39][C:40]([CH3:42])([CH3:43])[CH3:41])=[O:38])[C:27](=[O:44])[N:15]1[CH:14]([CH2:18][CH:17]([O:19][Si:20]([C:23]([CH3:24])([CH3:26])[CH3:25])([CH3:21])[CH3:22])[CH2:16]1)[C:12](=[O:13])[NH:11]2)=[O:5])[CH3:2]. The catalyst class is: 2. (7) Reactant: C[Si]([N-][Si](C)(C)C)(C)C.[Li+].C1(C)C=CC(S([CH2:20][N+:21]#[C-:22])(=O)=O)=CC=1.[C:24]([O:33][CH3:34])(=[O:32])[CH:25]=[CH:26][CH2:27][C:28]([O:30][CH3:31])=[O:29]. Product: [CH3:34][O:33][C:24]([C:25]1[C:26]([CH2:27][C:28]([O:30][CH3:31])=[O:29])=[CH:22][NH:21][CH:20]=1)=[O:32]. The catalyst class is: 7. (8) Reactant: [NH2:1][C:2]1[CH:6]=[C:5]([C:7]([CH3:10])([CH3:9])[CH3:8])[Se:4][C:3]=1[C:11]#[N:12].C([OH:15])C. Product: [NH2:1][C:2]1[CH:6]=[C:5]([C:7]([CH3:9])([CH3:8])[CH3:10])[Se:4][C:3]=1[C:11]([NH2:12])=[O:15]. The catalyst class is: 74. (9) The catalyst class is: 23. Product: [Cl:22][C:11]1[C:12]2[C:7](=[CH:6][CH:5]=[N:4][C:3]=2[O:2][CH3:1])[CH:8]=[C:9]([C:14]2[CH:19]=[CH:18][CH:17]=[CH:16][CH:15]=2)[N:10]=1. Reactant: [CH3:1][O:2][C:3]1[N:4]=[CH:5][CH:6]=[C:7]2[C:12]=1[C:11](=O)[NH:10][C:9]([C:14]1[CH:19]=[CH:18][CH:17]=[CH:16][CH:15]=1)=[CH:8]2.O=P(Cl)(Cl)[Cl:22].